Dataset: Forward reaction prediction with 1.9M reactions from USPTO patents (1976-2016). Task: Predict the product of the given reaction. (1) Given the reactants [CH3:1][O:2][C:3](=[O:15])[C:4]1[CH:9]=[CH:8][C:7]([CH2:10][NH:11][CH:12]=[O:13])=[N:6][C:5]=1Cl.P([O-])([O-])([O-])=O.[K+].[K+].[K+].[F:24][C:25]1[CH:30]=[C:29]([S:31][CH3:32])[CH:28]=[CH:27][C:26]=1[NH2:33].C1(P(C2CCCCC2)C2C=CC=CC=2C2C(OC(C)C)=CC=CC=2OC(C)C)CCCCC1, predict the reaction product. The product is: [CH3:1][O:2][C:3](=[O:15])[C:4]1[CH:9]=[CH:8][C:7]([CH2:10][NH:11][CH:12]=[O:13])=[N:6][C:5]=1[NH:33][C:26]1[CH:27]=[CH:28][C:29]([S:31][CH3:32])=[CH:30][C:25]=1[F:24]. (2) Given the reactants [OH:1][C:2]([CH3:13])([CH3:12])[C:3]#[C:4][C:5]1[S:9][C:8]([CH:10]=O)=[CH:7][CH:6]=1.[C:14]1([C@H:24]([NH2:26])[CH3:25])[C:23]2[C:18](=[CH:19][CH:20]=[CH:21][CH:22]=2)[CH:17]=[CH:16][CH:15]=1, predict the reaction product. The product is: [CH3:12][C:2]([OH:1])([C:3]#[C:4][C:5]1[S:9][C:8]([CH2:10][NH:26][C@@H:24]([C:14]2[C:23]3[C:18](=[CH:19][CH:20]=[CH:21][CH:22]=3)[CH:17]=[CH:16][CH:15]=2)[CH3:25])=[CH:7][CH:6]=1)[CH3:13]. (3) Given the reactants C[O:2][C:3](=O)[C:4]1[CH:9]=[CH:8][C:7]([NH:10][C:11](=[O:26])[CH:12]([C:19]2[CH:24]=[CH:23][C:22]([Cl:25])=[CH:21][CH:20]=2)[CH2:13][CH:14]2[CH2:18][CH2:17][CH2:16][CH2:15]2)=[N:6][CH:5]=1.[H-].[Al+3].[Li+].[H-].[H-].[H-], predict the reaction product. The product is: [Cl:25][C:22]1[CH:21]=[CH:20][C:19]([CH:12]([CH2:13][CH:14]2[CH2:15][CH2:16][CH2:17][CH2:18]2)[C:11]([NH:10][C:7]2[CH:8]=[CH:9][C:4]([CH2:3][OH:2])=[CH:5][N:6]=2)=[O:26])=[CH:24][CH:23]=1. (4) Given the reactants [CH2:1]([O:3][C:4]([C:6]1[C:7](=[O:23])[C:8]2[C:13]([C:14]=1[C:15]1[CH:20]=[CH:19][CH:18]=[CH:17][CH:16]=1)=[CH:12][CH:11]=[C:10]([CH2:21]Br)[CH:9]=2)=[O:5])[CH3:2].N1C=CC=CC=1.[NH:30]1[CH2:35][CH2:34][O:33][CH2:32][CH2:31]1, predict the reaction product. The product is: [CH2:1]([O:3][C:4]([C:6]1[C:7](=[O:23])[C:8]2[C:13]([C:14]=1[C:15]1[CH:20]=[CH:19][CH:18]=[CH:17][CH:16]=1)=[CH:12][CH:11]=[C:10]([CH2:21][N:30]1[CH2:35][CH2:34][O:33][CH2:32][CH2:31]1)[CH:9]=2)=[O:5])[CH3:2]. (5) The product is: [NH2:1][C:2]1([C:6]2[CH:11]=[CH:10][C:9]([C:12]3[N:13]=[C:14]4[C:19]([C:20]5[CH:24]=[CH:23][NH:22][N:21]=5)=[CH:18][C:17]([C:25]([OH:27])=[O:26])=[N:16][N:15]4[C:29]=3[C:30]3[CH:31]=[CH:32][CH:33]=[CH:34][CH:35]=3)=[CH:8][CH:7]=2)[CH2:5][CH2:4][CH2:3]1. Given the reactants [NH2:1][C:2]1([C:6]2[CH:11]=[CH:10][C:9]([C:12]3[N:13]=[C:14]4[C:19]([C:20]5[CH:24]=[CH:23][NH:22][N:21]=5)=[CH:18][C:17]([C:25]([O:27]C)=[O:26])=[N:16][N:15]4[C:29]=3[C:30]3[CH:35]=[CH:34][CH:33]=[CH:32][CH:31]=3)=[CH:8][CH:7]=2)[CH2:5][CH2:4][CH2:3]1.[OH-].[Na+].O.Cl, predict the reaction product. (6) The product is: [CH2:1]([N:8]1[CH:22]([C:18]2([CH3:17])[CH2:21][CH2:20][CH2:19]2)[CH2:23][C:24](=[O:25])[O:9]1)[C:2]1[CH:7]=[CH:6][CH:5]=[CH:4][CH:3]=1. Given the reactants [CH2:1]([NH:8][OH:9])[C:2]1[CH:7]=[CH:6][CH:5]=[CH:4][CH:3]=1.C(N(CC)CC)C.[CH3:17][C:18]1([CH:22]=[CH:23][C:24](OC)=[O:25])[CH2:21][CH2:20][CH2:19]1, predict the reaction product. (7) Given the reactants [Cl-].[CH2:2]([O:9][C:10]([NH:12][S:13](N1C=CC(=[N+](C)C)C=C1)(=[O:15])=[O:14])=[O:11])[C:3]1[CH:8]=[CH:7][CH:6]=[CH:5][CH:4]=1.C(N(CC)C(C)C)(C)C.Cl.[F:35][C:36]1([F:40])[CH2:39][NH:38][CH2:37]1, predict the reaction product. The product is: [F:35][C:36]1([F:40])[CH2:39][N:38]([S:13]([NH:12][C:10](=[O:11])[O:9][CH2:2][C:3]2[CH:4]=[CH:5][CH:6]=[CH:7][CH:8]=2)(=[O:14])=[O:15])[CH2:37]1. (8) The product is: [CH3:19][O:20][CH2:21][O:8][C:5]1[CH:6]=[CH:7][C:2]([N:22]2[CH2:27][CH2:26][CH2:25][CH2:24][CH2:23]2)=[C:3]([N+:9]([O-:11])=[O:10])[CH:4]=1. Given the reactants Cl[C:2]1[CH:7]=[CH:6][C:5]([OH:8])=[CH:4][C:3]=1[N+:9]([O-:11])=[O:10].C([O-])([O-])=O.[K+].[K+].Cl[CH2:19][O:20][CH3:21].[NH:22]1[CH2:27][CH2:26][CH2:25][CH2:24][CH2:23]1, predict the reaction product. (9) Given the reactants [Br:1][C:2]1[C:11]2[O:10][CH2:9][C:8](=[O:12])[NH:7][C:6]=2[CH:5]=[CH:4][CH:3]=1.[H-].[Na+].[CH2:15](Br)[C:16]1[CH:21]=[CH:20][CH:19]=[CH:18][CH:17]=1, predict the reaction product. The product is: [CH2:15]([N:7]1[C:6]2[CH:5]=[CH:4][CH:3]=[C:2]([Br:1])[C:11]=2[O:10][CH2:9][C:8]1=[O:12])[C:16]1[CH:21]=[CH:20][CH:19]=[CH:18][CH:17]=1. (10) Given the reactants [CH3:1][O:2][C:3](=[O:34])[CH2:4][CH2:5][C@H:6]([C@@H:8]1[C@:25]2([CH3:26])[C@H:11]([C@H:12]3[C@H:22]([CH2:23][C@@H:24]2[OH:27])[C@:20]2([CH3:21])[C@@H:15]([CH2:16][C@@H:17]([O:28]S(C)(=O)=O)[CH2:18][CH2:19]2)[CH2:14][C@H:13]3[OH:33])[CH2:10][CH2:9]1)[CH3:7].[CH2:35](O)[CH2:36][OH:37].N1C=CC=CC=1, predict the reaction product. The product is: [CH3:1][O:2][C:3](=[O:34])[CH2:4][CH2:5][C@H:6]([C@@H:8]1[C@:25]2([CH3:26])[C@H:11]([C@H:12]3[C@H:22]([CH2:23][C@@H:24]2[OH:27])[C@:20]2([CH3:21])[C@@H:15]([CH2:16][C@@H:17]([O:28][CH2:35][CH2:36][OH:37])[CH2:18][CH2:19]2)[CH2:14][C@H:13]3[OH:33])[CH2:10][CH2:9]1)[CH3:7].